Task: Predict the product of the given reaction.. Dataset: Forward reaction prediction with 1.9M reactions from USPTO patents (1976-2016) Given the reactants [CH:1]([NH:4][C:5]1[C:10]([C:11]([OH:13])=O)=[CH:9][N:8]=[C:7]([NH:14][C:15]2[CH:20]=[CH:19][N:18]3[N:21]=[CH:22][CH:23]=[C:17]3[N:16]=2)[CH:6]=1)([CH3:3])[CH3:2].C1CN([P+](ON2N=NC3C=CC=CC2=3)(N2CCCC2)N2CCCC2)CC1.F[P-](F)(F)(F)(F)F.CCN(C(C)C)C(C)C.[C:66]12([NH2:75])[CH2:73][CH2:72][C:69]([NH2:74])([CH2:70][CH2:71]1)[CH2:68][CH2:67]2, predict the reaction product. The product is: [NH2:74][C:69]12[CH2:72][CH2:73][C:66]([NH:75][C:11](=[O:13])[C:10]3[C:5]([NH:4][CH:1]([CH3:2])[CH3:3])=[CH:6][C:7]([NH:14][C:15]4[CH:20]=[CH:19][N:18]5[N:21]=[CH:22][CH:23]=[C:17]5[N:16]=4)=[N:8][CH:9]=3)([CH2:71][CH2:70]1)[CH2:67][CH2:68]2.